This data is from Catalyst prediction with 721,799 reactions and 888 catalyst types from USPTO. The task is: Predict which catalyst facilitates the given reaction. (1) Reactant: [C:1]([C:3]1[CH:30]=[CH:29][C:6]([CH2:7][C@@:8]2([CH3:28])[N:12]3[C:13]([C:16](O)=[O:17])=[CH:14][N:15]=[C:11]3[N:10]([C:19]3[CH:24]=[C:23]([Cl:25])[CH:22]=[C:21]([Cl:26])[CH:20]=3)[C:9]2=[O:27])=[CH:5][CH:4]=1)#[N:2].[C:31]([O:35][C:36]([C:38]1([NH2:41])[CH2:40][CH2:39]1)=[O:37])([CH3:34])([CH3:33])[CH3:32].CN(C(ON1N=NC2C=CC=NC1=2)=[N+](C)C)C.F[P-](F)(F)(F)(F)F.CCN(CC)CC. Product: [C:31]([O:35][C:36]([C:38]1([NH:41][C:16]([C:13]2[N:12]3[C@@:8]([CH2:7][C:6]4[CH:5]=[CH:4][C:3]([C:1]#[N:2])=[CH:30][CH:29]=4)([CH3:28])[C:9](=[O:27])[N:10]([C:19]4[CH:20]=[C:21]([Cl:26])[CH:22]=[C:23]([Cl:25])[CH:24]=4)[C:11]3=[N:15][CH:14]=2)=[O:17])[CH2:39][CH2:40]1)=[O:37])([CH3:34])([CH3:32])[CH3:33]. The catalyst class is: 3. (2) Reactant: [CH3:1][C:2]1[C:6]([C:7]2[C:16]3[O:15][CH2:14][C@H:13]([C:17]4[CH:22]=[CH:21][CH:20]=[CH:19][N:18]=4)[N:12]4[C:23]([CH:25]5[CH2:30][CH2:29][N:28]([C:31](OC(C)(C)C)=[O:32])[CH2:27][CH2:26]5)=[N:24][C:10]([C:11]=34)=[CH:9][CH:8]=2)=[C:5]([CH3:38])[O:4][N:3]=1.Cl.[CH2:40](N(CC)CC)C.C(Cl)(=O)C. Product: [C:31]([N:28]1[CH2:29][CH2:30][CH:25]([C:23]2[N:12]3[C@@H:13]([C:17]4[CH:22]=[CH:21][CH:20]=[CH:19][N:18]=4)[CH2:14][O:15][C:16]4=[C:11]3[C:10](=[CH:9][CH:8]=[C:7]4[C:6]3[C:2]([CH3:1])=[N:3][O:4][C:5]=3[CH3:38])[N:24]=2)[CH2:26][CH2:27]1)(=[O:32])[CH3:40]. The catalyst class is: 71.